From a dataset of Full USPTO retrosynthesis dataset with 1.9M reactions from patents (1976-2016). Predict the reactants needed to synthesize the given product. (1) The reactants are: [CH:1]1([C:4]2[CH:5]=[C:6]([CH:39]=[CH:40][CH:41]=2)[CH2:7][N:8]2[C@@H:16]3[C@H:11]([C@H:12]([CH2:19][C:20]4[CH:25]=[CH:24][C:23]([O:26]C)=[C:22]([CH2:28][C:29]5[CH:34]=[CH:33][CH:32]=[C:31]([CH2:35][CH2:36][CH3:37])[CH:30]=5)[CH:21]=4)[CH2:13][S:14](=[O:18])(=[O:17])[CH2:15]3)[O:10][C:9]2=[O:38])[CH2:3][CH2:2]1. Given the product [CH:1]1([C:4]2[CH:5]=[C:6]([CH:39]=[CH:40][CH:41]=2)[CH2:7][N:8]2[C@@H:16]3[C@H:11]([C@H:12]([CH2:19][C:20]4[CH:25]=[CH:24][C:23]([OH:26])=[C:22]([CH2:28][C:29]5[CH:34]=[CH:33][CH:32]=[C:31]([CH2:35][CH2:36][CH3:37])[CH:30]=5)[CH:21]=4)[CH2:13][S:14](=[O:17])(=[O:18])[CH2:15]3)[O:10][C:9]2=[O:38])[CH2:3][CH2:2]1, predict the reactants needed to synthesize it. (2) Given the product [CH3:32][Si:2]([CH3:33])([CH3:1])[CH2:3][CH2:4][O:5][CH2:6][N:7]1[C:15]2[CH2:14][C:13]3([CH2:34][S:35][CH2:16]3)[CH2:12][CH2:11][C:10]=2[C:9]([C:29]([OH:31])=[O:30])=[N:8]1, predict the reactants needed to synthesize it. The reactants are: [CH3:1][Si:2]([CH3:33])([CH3:32])[CH2:3][CH2:4][O:5][CH2:6][N:7]1[C:15]2[CH2:14][CH:13]([C:16]3C=NN(COCC[Si](C)(C)C)C=3)[CH2:12][CH2:11][C:10]=2[C:9]([C:29]([OH:31])=[O:30])=[N:8]1.[CH2:34]1C2(CCC(=O)CC2)C[S:35]1. (3) Given the product [CH:1]1([S:4]([C:7]2[CH:12]=[CH:11][C:10]([CH:13]([C:14]3[NH:41][C:25]([C:27]4[N:32]=[CH:31][C:30]([C:33]([O:35][CH3:36])=[O:34])=[CH:29][CH:28]=4)=[CH:16][CH:15]=3)[CH2:18][CH:19]3[CH2:24][CH2:23][O:22][CH2:21][CH2:20]3)=[CH:9][CH:8]=2)(=[O:6])=[O:5])[CH2:3][CH2:2]1, predict the reactants needed to synthesize it. The reactants are: [CH:1]1([S:4]([C:7]2[CH:12]=[CH:11][C:10]([CH:13]([CH2:18][CH:19]3[CH2:24][CH2:23][O:22][CH2:21][CH2:20]3)[C:14](=O)[CH:15]=[CH2:16])=[CH:9][CH:8]=2)(=[O:6])=[O:5])[CH2:3][CH2:2]1.[CH:25]([C:27]1[N:32]=[CH:31][C:30]([C:33]([O:35][CH3:36])=[O:34])=[CH:29][CH:28]=1)=O.C([O-])(=O)C.[NH4+:41].C(=O)([O-])O.[Na+]. (4) The reactants are: [CH3:1][C:2]1[CH:3]=[CH:4][C:5]([NH2:8])=[N:6][CH:7]=1.C[Al](C)C.C.[CH2:14]([O:21][C:22]1[CH:27]=[CH:26][C:25]([C:28]2[N:32]([C:33]3[CH:38]=[CH:37][C:36]([Cl:39])=[CH:35][C:34]=3[Cl:40])[N:31]=[C:30]([C:41](OCC)=[O:42])[C:29]=2[CH3:46])=[CH:24][CH:23]=1)[C:15]1[CH:20]=[CH:19][CH:18]=[CH:17][CH:16]=1. Given the product [CH2:14]([O:21][C:22]1[CH:23]=[CH:24][C:25]([C:28]2[N:32]([C:33]3[CH:38]=[CH:37][C:36]([Cl:39])=[CH:35][C:34]=3[Cl:40])[N:31]=[C:30]([C:41]([NH:8][C:5]3[CH:4]=[CH:3][C:2]([CH3:1])=[CH:7][N:6]=3)=[O:42])[C:29]=2[CH3:46])=[CH:26][CH:27]=1)[C:15]1[CH:20]=[CH:19][CH:18]=[CH:17][CH:16]=1, predict the reactants needed to synthesize it. (5) Given the product [C:20]([S:24]([CH2:27][C:28]1[S:30][CH:2]=[C:3]([C:5]2[CH:19]=[CH:18][C:8]([C:9]([NH:11][CH2:12][CH2:13][C:14]([F:17])([F:16])[F:15])=[O:10])=[CH:7][CH:6]=2)[N:29]=1)(=[O:26])=[O:25])([CH3:23])([CH3:21])[CH3:22], predict the reactants needed to synthesize it. The reactants are: Br[CH2:2][C:3]([C:5]1[CH:19]=[CH:18][C:8]([C:9]([NH:11][CH2:12][CH2:13][C:14]([F:17])([F:16])[F:15])=[O:10])=[CH:7][CH:6]=1)=O.[C:20]([S:24]([CH2:27][C:28](=[S:30])[NH2:29])(=[O:26])=[O:25])([CH3:23])([CH3:22])[CH3:21]. (6) Given the product [C:20]([C:17]1[CH:16]=[CH:15][C:14]([NH:13][C:11]2[N:10]=[CH:9][C:8]([CH2:25][C:26]([NH2:28])=[O:27])=[C:7]([NH:6][CH2:5][C:4]3[CH:3]=[C:2]([F:1])[CH:31]=[C:30]([F:32])[CH:29]=3)[CH:12]=2)=[CH:19][CH:18]=1)([OH:22])=[O:21], predict the reactants needed to synthesize it. The reactants are: [F:1][C:2]1[CH:3]=[C:4]([CH:29]=[C:30]([F:32])[CH:31]=1)[CH2:5][NH:6][C:7]1[CH:12]=[C:11]([NH:13][C:14]2[CH:19]=[CH:18][C:17]([C:20]([O:22]CC)=[O:21])=[CH:16][CH:15]=2)[N:10]=[CH:9][C:8]=1[CH2:25][C:26]([NH2:28])=[O:27].Cl. (7) Given the product [CH2:1]([NH:3][C:4]([C:6]1[C:10]([C:44]2[CH:45]=[CH:46][CH:47]=[C:42]([N:39]3[CH2:40][CH2:41][N:36]([CH3:35])[CH2:37][CH2:38]3)[CH:43]=2)=[C:9]([C:12]2[CH:17]=[C:16]([Cl:18])[C:15]([O:19][CH2:20][C:21]3[CH:26]=[CH:25][CH:24]=[CH:23][CH:22]=3)=[CH:14][C:13]=2[O:27][CH2:28][C:29]2[CH:34]=[CH:33][CH:32]=[CH:31][CH:30]=2)[O:8][N:7]=1)=[O:5])[CH3:2], predict the reactants needed to synthesize it. The reactants are: [CH2:1]([NH:3][C:4]([C:6]1[C:10](Br)=[C:9]([C:12]2[CH:17]=[C:16]([Cl:18])[C:15]([O:19][CH2:20][C:21]3[CH:26]=[CH:25][CH:24]=[CH:23][CH:22]=3)=[CH:14][C:13]=2[O:27][CH2:28][C:29]2[CH:34]=[CH:33][CH:32]=[CH:31][CH:30]=2)[O:8][N:7]=1)=[O:5])[CH3:2].[CH3:35][N:36]1[CH2:41][CH2:40][N:39]([C:42]2[CH:47]=[CH:46][CH:45]=[C:44](B3OC(C)(C)C(C)(C)O3)[CH:43]=2)[CH2:38][CH2:37]1. (8) Given the product [ClH:25].[NH2:1][CH2:4][C:5](=[O:24])[CH2:6][C:7]1[CH:12]=[CH:11][C:10]([CH2:13][CH2:14][C:15]2[N:16]=[C:17]([NH:20][C:21](=[O:23])[CH3:22])[S:18][CH:19]=2)=[CH:9][CH:8]=1, predict the reactants needed to synthesize it. The reactants are: [N:1]([CH2:4][C:5](=[O:24])[CH2:6][C:7]1[CH:12]=[CH:11][C:10]([CH2:13][CH2:14][C:15]2[N:16]=[C:17]([NH:20][C:21](=[O:23])[CH3:22])[S:18][CH:19]=2)=[CH:9][CH:8]=1)=[N+]=[N-].[ClH:25].[H][H]. (9) Given the product [CH2:11]([O:10][C:9]1[CH:8]=[CH:7][C:4]([C:5]#[N:6])=[CH:3][C:2]=1[NH:1][NH2:18])[C:12]1[CH:17]=[CH:16][CH:15]=[CH:14][CH:13]=1, predict the reactants needed to synthesize it. The reactants are: [NH2:1][C:2]1[CH:3]=[C:4]([CH:7]=[CH:8][C:9]=1[O:10][CH2:11][C:12]1[CH:17]=[CH:16][CH:15]=[CH:14][CH:13]=1)[C:5]#[N:6].[N:18]([O-])=O.[Na+].[Sn](Cl)Cl. (10) The reactants are: [CH2:1]([O:8][NH:9][C:10]([C@@H:12]1[N:17]([S:18]([C:21]2[CH:26]=[CH:25][C:24]([O:27][CH3:28])=[CH:23][CH:22]=2)(=[O:20])=[O:19])[CH2:16][C@@H:15]2[O:29]C(C)(C)[O:31][C@H:14]2[C@@H:13]1[OH:34])=[O:11])[C:2]1[CH:7]=[CH:6][CH:5]=[CH:4][CH:3]=1. Given the product [CH2:1]([O:8][NH:9][C:10]([C@H:12]1[C@@H:13]([OH:34])[C@H:14]([OH:31])[C@@H:15]([OH:29])[CH2:16][N:17]1[S:18]([C:21]1[CH:22]=[CH:23][C:24]([O:27][CH3:28])=[CH:25][CH:26]=1)(=[O:20])=[O:19])=[O:11])[C:2]1[CH:7]=[CH:6][CH:5]=[CH:4][CH:3]=1, predict the reactants needed to synthesize it.